From a dataset of Human liver microsome stability data. Regression/Classification. Given a drug SMILES string, predict its absorption, distribution, metabolism, or excretion properties. Task type varies by dataset: regression for continuous measurements (e.g., permeability, clearance, half-life) or binary classification for categorical outcomes (e.g., BBB penetration, CYP inhibition). Dataset: hlm. (1) The compound is CC(=O)O[C@H]1C[C@H]2[C@@H]([C@H](OC(C)=O)C[C@@H]3CC4(CC[C@@]32C)OOC2(CCC(C(N)=O)CC2)OO4)[C@@H]2CC[C@H]([C@H](C)CCC(N)=O)[C@@]12C. The result is 1 (stable in human liver microsomes). (2) The compound is CS(=O)(=O)N1CCC(n2cnc3cnc4[nH]ccc4c32)CC1. The result is 0 (unstable in human liver microsomes). (3) The result is 0 (unstable in human liver microsomes). The compound is O=C(NCCc1cc(C(=O)NO)no1)c1ccc(Cl)c(Cl)c1.